Predict the product of the given reaction. From a dataset of Forward reaction prediction with 1.9M reactions from USPTO patents (1976-2016). (1) Given the reactants [Br:1][C:2]1[CH:7]=[CH:6][C:5]([C:8]2[N:13]=[C:12]3[O:14][C:15]([CH3:20])([CH3:19])[CH2:16][CH:17]([NH2:18])[C:11]3=[CH:10][C:9]=2[C:21]2[CH:26]=[CH:25][C:24]([Cl:27])=[CH:23][CH:22]=2)=[C:4]([Cl:28])[CH:3]=1.[C:29](Cl)(=[O:34])[C:30]([CH3:33])([CH3:32])[CH3:31].CCN(CC)CC, predict the reaction product. The product is: [Br:1][C:2]1[CH:7]=[CH:6][C:5]([C:8]2[N:13]=[C:12]3[O:14][C:15]([CH3:20])([CH3:19])[CH2:16][CH:17]([NH:18][C:29](=[O:34])[C:30]([CH3:33])([CH3:32])[CH3:31])[C:11]3=[CH:10][C:9]=2[C:21]2[CH:22]=[CH:23][C:24]([Cl:27])=[CH:25][CH:26]=2)=[C:4]([Cl:28])[CH:3]=1. (2) Given the reactants [Br:1][C:2]1[CH:3]=[CH:4][C:5]([O:16][CH2:17][CH2:18][CH2:19][CH2:20][CH2:21][CH3:22])=[C:6]([C:8]2[CH:13]=[C:12](Cl)[N:11]=[C:10]([NH2:15])[N:9]=2)[CH:7]=1.[Cl:23][C:24]1[CH:29]=[CH:28][C:27]([NH2:30])=[CH:26][CH:25]=1, predict the reaction product. The product is: [Br:1][C:2]1[CH:3]=[CH:4][C:5]([O:16][CH2:17][CH2:18][CH2:19][CH2:20][CH2:21][CH3:22])=[C:6]([C:8]2[N:9]=[C:10]([NH2:15])[N:11]=[C:12]([NH:30][C:27]3[CH:28]=[CH:29][C:24]([Cl:23])=[CH:25][CH:26]=3)[CH:13]=2)[CH:7]=1.